From a dataset of NCI-60 drug combinations with 297,098 pairs across 59 cell lines. Regression. Given two drug SMILES strings and cell line genomic features, predict the synergy score measuring deviation from expected non-interaction effect. (1) Drug 1: CS(=O)(=O)C1=CC(=C(C=C1)C(=O)NC2=CC(=C(C=C2)Cl)C3=CC=CC=N3)Cl. Drug 2: C(=O)(N)NO. Cell line: CCRF-CEM. Synergy scores: CSS=11.8, Synergy_ZIP=-9.46, Synergy_Bliss=-3.27, Synergy_Loewe=-7.61, Synergy_HSA=-3.48. (2) Drug 1: C1CCC(CC1)NC(=O)N(CCCl)N=O. Drug 2: C(=O)(N)NO. Cell line: EKVX. Synergy scores: CSS=-0.629, Synergy_ZIP=-1.62, Synergy_Bliss=-2.50, Synergy_Loewe=-16.0, Synergy_HSA=-5.20. (3) Drug 1: CC1CCC2CC(C(=CC=CC=CC(CC(C(=O)C(C(C(=CC(C(=O)CC(OC(=O)C3CCCCN3C(=O)C(=O)C1(O2)O)C(C)CC4CCC(C(C4)OC)OCCO)C)C)O)OC)C)C)C)OC. Drug 2: C1CN(CCN1C(=O)CCBr)C(=O)CCBr. Cell line: OVCAR-5. Synergy scores: CSS=26.5, Synergy_ZIP=-5.12, Synergy_Bliss=-6.55, Synergy_Loewe=-2.32, Synergy_HSA=-1.46. (4) Drug 1: CC12CCC(CC1=CCC3C2CCC4(C3CC=C4C5=CN=CC=C5)C)O. Drug 2: CN(C(=O)NC(C=O)C(C(C(CO)O)O)O)N=O. Cell line: DU-145. Synergy scores: CSS=-3.52, Synergy_ZIP=-0.270, Synergy_Bliss=-4.71, Synergy_Loewe=-5.49, Synergy_HSA=-5.86. (5) Drug 1: CC(C)(C#N)C1=CC(=CC(=C1)CN2C=NC=N2)C(C)(C)C#N. Drug 2: C1C(C(OC1N2C=NC3=C2NC=NCC3O)CO)O. Cell line: A549. Synergy scores: CSS=1.05, Synergy_ZIP=-2.69, Synergy_Bliss=-3.88, Synergy_Loewe=-8.12, Synergy_HSA=-3.32. (6) Drug 1: CC12CCC(CC1=CCC3C2CCC4(C3CC=C4C5=CN=CC=C5)C)O. Drug 2: CC1=CC2C(CCC3(C2CCC3(C(=O)C)OC(=O)C)C)C4(C1=CC(=O)CC4)C. Cell line: SNB-19. Synergy scores: CSS=-1.08, Synergy_ZIP=3.52, Synergy_Bliss=3.83, Synergy_Loewe=-6.08, Synergy_HSA=-4.30.